Dataset: Forward reaction prediction with 1.9M reactions from USPTO patents (1976-2016). Task: Predict the product of the given reaction. (1) Given the reactants [Br:1][C:2]1[S:3][CH:4]=[C:5]([C:7]([OH:9])=O)[N:6]=1.[NH:10]1[CH:19]2[CH:14]([CH2:15][CH2:16][CH2:17][CH2:18]2)[CH2:13][CH2:12][CH2:11]1.CCN(C(C)C)C(C)C.C1CN([P+](Br)(N2CCCC2)N2CCCC2)CC1.F[P-](F)(F)(F)(F)F, predict the reaction product. The product is: [Br:1][C:2]1[S:3][CH:4]=[C:5]([C:7]([N:10]2[CH:19]3[CH:14]([CH2:15][CH2:16][CH2:17][CH2:18]3)[CH2:13][CH2:12][CH2:11]2)=[O:9])[N:6]=1. (2) Given the reactants C1(OC(=NC2C=CC=CC=2)C=COC2C=CC=CC=2)C=CC=CC=1.[CH3:25][S:26][CH:27]=[CH:28][C:29](=[N:37][C:38]1[CH:43]=[CH:42][CH:41]=[CH:40][CH:39]=1)[O:30][C:31]1[CH:36]=[CH:35][CH:34]=[CH:33][CH:32]=1.C1COCC1.[Na].CS, predict the reaction product. The product is: [CH3:25][S:26][CH:27]=[CH:28][C:29](=[N:37][C:38]1[CH:43]=[CH:42][CH:41]=[CH:40][CH:39]=1)[O:30][C:31]1[CH:36]=[CH:35][CH:34]=[CH:33][CH:32]=1. (3) Given the reactants [H-].[Na+].[CH3:3][C:4]1([CH3:16])[C:8]([CH3:10])([CH3:9])[O:7][B:6]([C:11]2[CH:12]=[N:13][NH:14][CH:15]=2)[O:5]1.[F:17][CH:18]([F:21])[CH2:19]I, predict the reaction product. The product is: [F:17][CH:18]([F:21])[CH2:19][N:14]1[CH:15]=[C:11]([B:6]2[O:7][C:8]([CH3:9])([CH3:10])[C:4]([CH3:16])([CH3:3])[O:5]2)[CH:12]=[N:13]1. (4) Given the reactants Cl[C:2]1[N:7]=[C:6]([NH:8][C:9]2[CH:18]=[CH:17][CH:16]=[CH:15][C:10]=2[C:11]([NH:13][CH3:14])=[O:12])[C:5]([C:19]([F:22])([F:21])[F:20])=[CH:4][N:3]=1.[NH2:23][C:24]1[CH:29]=[CH:28][C:27]([CH:30]([P:32](=[O:39])([O:36][CH2:37][CH3:38])[O:33][CH2:34][CH3:35])[OH:31])=[CH:26][CH:25]=1.[C:40](O)([C:42](F)(F)F)=O, predict the reaction product. The product is: [CH2:40]([O:31][CH:30]([P:32](=[O:39])([O:33][CH2:34][CH3:35])[O:36][CH2:37][CH3:38])[C:27]1[CH:28]=[CH:29][C:24]([NH:23][C:2]2[N:7]=[C:6]([NH:8][C:9]3[CH:18]=[CH:17][CH:16]=[CH:15][C:10]=3[C:11](=[O:12])[NH:13][CH3:14])[C:5]([C:19]([F:22])([F:21])[F:20])=[CH:4][N:3]=2)=[CH:25][CH:26]=1)[CH3:42]. (5) Given the reactants C[O:2][C:3]([C:5]1([CH3:25])[CH2:9][CH2:8][N:7]([C:10](=[O:24])[C:11]2[CH:16]=[CH:15][CH:14]=[C:13]([O:17][C:18]3[CH:23]=[CH:22][CH:21]=[CH:20][CH:19]=3)[CH:12]=2)[CH2:6]1)=[O:4].C1COCC1.O.[OH-].[Li+], predict the reaction product. The product is: [CH3:25][C:5]1([C:3]([OH:4])=[O:2])[CH2:9][CH2:8][N:7]([C:10](=[O:24])[C:11]2[CH:16]=[CH:15][CH:14]=[C:13]([O:17][C:18]3[CH:19]=[CH:20][CH:21]=[CH:22][CH:23]=3)[CH:12]=2)[CH2:6]1. (6) Given the reactants BrBr.[Br-:3].[Al+3].[Br-:5].[Br-].[CH:7]12[CH2:16][CH:11]3[CH2:12][CH:13]([CH2:15][CH:9]([CH2:10]3)[CH:8]1[NH:17][C:18](=[O:20])[CH3:19])[CH2:14]2.S(=O)(O)[O-].[Na+], predict the reaction product. The product is: [Br:3][C:11]12[CH2:16][CH:7]3[CH2:14][C:13]([Br:5])([CH2:15][CH:9]([CH:8]3[NH:17][C:18](=[O:20])[CH3:19])[CH2:10]1)[CH2:12]2.